From a dataset of Catalyst prediction with 721,799 reactions and 888 catalyst types from USPTO. Predict which catalyst facilitates the given reaction. (1) Reactant: [CH2:1]([C:4]1[CH:9]=[CH:8][C:7]([C:10]2[CH:15]=[CH:14][C:13]([CH:16]=O)=[CH:12][CH:11]=2)=[CH:6][CH:5]=1)[CH2:2][CH3:3].C(OP([CH2:26][C:27]([O:29][CH2:30][CH3:31])=[O:28])(OCC)=O)C.C1(C)C=CC=CC=1.[O-]CC.[Na+]. Product: [CH2:1]([C:4]1[CH:9]=[CH:8][C:7]([C:10]2[CH:11]=[CH:12][C:13]([CH2:16][CH2:26][C:27]([O:29][CH2:30][CH3:31])=[O:28])=[CH:14][CH:15]=2)=[CH:6][CH:5]=1)[CH2:2][CH3:3]. The catalyst class is: 40. (2) Reactant: [H-].[Na+].P(=O)([O-])OC(CC)(CC)C#N.C([N:33]1[CH:37]=[C:36]([CH2:38][CH:39]2[CH2:48][CH2:47][C:46]3[C:41](=[CH:42][CH:43]=[CH:44][CH:45]=3)[C:40]2=O)[N:35]=[CH:34]1)(C1C=CC=CC=1)(C1C=CC=CC=1)C1C=CC=CC=1.C(OP([CH2:58][C:59]#[N:60])(=O)OCC)C. Product: [NH:33]1[CH:37]=[C:36]([CH2:38][CH:39]2[CH2:48][CH2:47][C:46]3[C:41](=[CH:42][CH:43]=[CH:44][CH:45]=3)[C:40]2=[CH:58][C:59]#[N:60])[N:35]=[CH:34]1. The catalyst class is: 3. (3) Product: [O:33]=[S:8]1(=[O:7])[C:13]2[CH:14]=[C:15]([O:18][C:19]3[CH:20]=[C:21]([CH:27]=[CH:28][CH:29]=3)[CH2:22][N:24]([CH3:26])[CH3:25])[CH:16]=[CH:17][C:12]=2[N:11]2[CH2:30][CH2:31][CH2:32][CH:10]2[NH:9]1. Reactant: [H-].[H-].[H-].[H-].[Li+].[Al+3].[O:7]=[S:8]1(=[O:33])[C:13]2[CH:14]=[C:15]([O:18][C:19]3[CH:20]=[C:21]([CH:27]=[CH:28][CH:29]=3)[C:22]([N:24]([CH3:26])[CH3:25])=O)[CH:16]=[CH:17][C:12]=2[N:11]2[CH2:30][CH2:31][CH2:32][C:10]2=[N:9]1.[H-].O. The catalyst class is: 1.